From a dataset of Full USPTO retrosynthesis dataset with 1.9M reactions from patents (1976-2016). Predict the reactants needed to synthesize the given product. (1) Given the product [Cl:2][CH2:3][C:4]1[N:17]([CH2:18][CH:19]([CH3:21])[CH3:20])[C:16]2[C:15]3[N:14]=[CH:13][CH:12]=[CH:11][C:10]=3[N:9]=[CH:8][C:7]=2[N:6]=1, predict the reactants needed to synthesize it. The reactants are: Cl.[Cl:2][CH2:3][C:4]([NH:6][C:7]1[CH:8]=[N:9][C:10]2[C:15]([C:16]=1[NH:17][CH2:18][CH:19]([CH3:21])[CH3:20])=[N:14][CH:13]=[CH:12][CH:11]=2)=O.C(=O)([O-])[O-].[K+].[K+]. (2) Given the product [ClH:29].[NH:8]1[CH2:9][CH:10]([N:12]2[CH2:17][CH2:16][N:15]([C:18](=[O:22])[CH:19]([CH3:20])[CH3:21])[CH2:14][CH2:13]2)[CH2:11]1, predict the reactants needed to synthesize it. The reactants are: C1(C(C2C=CC=CC=2)[N:8]2[CH2:11][CH:10]([N:12]3[CH2:17][CH2:16][N:15]([C:18](=[O:22])[CH:19]([CH3:21])[CH3:20])[CH2:14][CH2:13]3)[CH2:9]2)C=CC=CC=1.[Cl:29]C(OC(Cl)C)=O.CO. (3) Given the product [C:17]([O:8][CH2:7][C@H:5]1[O:6][C@@H:1]([N:9]2[CH2:14][NH:13][C:12]([NH2:15])=[N:11][C:10]2=[O:16])[CH2:2][C@@H:3]1[OH:4])(=[O:33])[CH2:18][CH2:19][CH2:20][CH2:21][CH2:22][CH2:23][CH2:24][CH2:25][CH2:26][CH2:27][CH2:28][CH2:29][CH2:30][CH2:31][CH3:32], predict the reactants needed to synthesize it. The reactants are: [C@@H:1]1([N:9]2[CH2:14][NH:13][C:12]([NH2:15])=[N:11][C:10]2=[O:16])[O:6][C@H:5]([CH2:7][OH:8])[C@@H:3]([OH:4])[CH2:2]1.[C:17](O)(=[O:33])[CH2:18][CH2:19][CH2:20][CH2:21][CH2:22][CH2:23][CH2:24][CH2:25][CH2:26][CH2:27][CH2:28][CH2:29][CH2:30][CH2:31][CH3:32]. (4) The reactants are: [C:1]([O:4][C@@H:5]1[C@H:9]([CH2:10][CH2:11][CH2:12][CH2:13][CH2:14][CH2:15][C:16]([O:18][CH3:19])=[O:17])[C@@H:8](/[CH:20]=[CH:21]/[C:22](=[O:31])[C:23]([F:30])([F:29])[CH2:24][C@@H:25]([CH3:28])[CH2:26][CH3:27])[C@H:7]([O:32][CH:33]2[CH2:38][CH2:37][CH2:36][CH2:35][O:34]2)[CH2:6]1)(=[O:3])[CH3:2]. Given the product [C:1]([O:4][C@@H:5]1[C@H:9]([CH2:10][CH2:11][CH2:12][CH2:13][CH2:14][CH2:15][C:16]([O:18][CH3:19])=[O:17])[C@@H:8]([CH2:20][CH2:21][C:22](=[O:31])[C:23]([F:29])([F:30])[CH2:24][C@@H:25]([CH3:28])[CH2:26][CH3:27])[C@H:7]([O:32][CH:33]2[CH2:38][CH2:37][CH2:36][CH2:35][O:34]2)[CH2:6]1)(=[O:3])[CH3:2], predict the reactants needed to synthesize it. (5) Given the product [Cl:1][C:2]1[CH:3]=[C:4]([N:9]([CH2:22][CH2:23][CH2:24][N:25]2[CH2:30][CH2:29][CH:28]([CH2:31][C:32]3[CH:37]=[CH:36][C:35]([CH2:38][CH:39]([CH3:41])[CH3:40])=[CH:34][CH:33]=3)[CH2:27][CH2:26]2)[C:10]([CH:12]2[CH2:17][CH2:16][N:15]([S:18]([CH3:21])(=[O:20])=[O:19])[CH2:14][CH2:13]2)=[O:11])[CH:5]=[CH:6][C:7]=1[Cl:8], predict the reactants needed to synthesize it. The reactants are: [Cl:1][C:2]1[CH:3]=[C:4]([N:9]([CH2:22][CH2:23][CH2:24][N:25]2[CH2:30][CH2:29][CH:28]([CH2:31][C:32]3[CH:37]=[CH:36][C:35]([C:38](=O)[CH:39]([CH3:41])[CH3:40])=[CH:34][CH:33]=3)[CH2:27][CH2:26]2)[C:10]([CH:12]2[CH2:17][CH2:16][N:15]([S:18]([CH3:21])(=[O:20])=[O:19])[CH2:14][CH2:13]2)=[O:11])[CH:5]=[CH:6][C:7]=1[Cl:8].C([SiH](CC)CC)C. (6) Given the product [CH2:9]([C@@H:8]([C:13]([N:15]1[CH2:19][CH2:18][CH2:17][C@H:16]1[C:20]([O:22][C:23]([CH3:24])([CH3:26])[CH3:25])=[O:21])=[O:14])[C@H:4]([OH:3])[C:5]([O:6][CH3:2])=[O:7])[CH2:10][CH2:11][CH3:12], predict the reactants needed to synthesize it. The reactants are: C[C:2]1(C)[O:6][C:5](=[O:7])[CH:4]([CH:8]([C:13]([N:15]2[CH2:19][CH2:18][CH2:17][C@H:16]2[C:20]([O:22][C:23]([CH3:26])([CH3:25])[CH3:24])=[O:21])=[O:14])[CH2:9][CH2:10][CH2:11][CH3:12])[O:3]1.C[O-].[Na+]. (7) Given the product [NH2:1][C:2]1[C:7]([CH3:8])=[C:6]([C:9]2[CH:14]=[CH:13][C:12]([I:24])=[CH:11][CH:10]=2)[N:5]=[C:4]([C:19]([O:21][CH3:22])=[O:20])[C:3]=1[Cl:23], predict the reactants needed to synthesize it. The reactants are: [NH2:1][C:2]1[C:7]([CH3:8])=[C:6]([C:9]2[CH:14]=[CH:13][C:12]([Si](C)(C)C)=[CH:11][CH:10]=2)[N:5]=[C:4]([C:19]([O:21][CH3:22])=[O:20])[C:3]=1[Cl:23].[I:24]Cl. (8) Given the product [C:19]([O:18][C:16]([N:14]([C:12](=[O:13])[C@@H:10]([CH2:9][OH:8])[NH2:11])[OH:15])=[O:17])([CH3:22])([CH3:20])[CH3:21], predict the reactants needed to synthesize it. The reactants are: C([O:8][CH2:9][C@H:10]([C:12]([N:14]([C:16]([O:18][C:19]([CH3:22])([CH3:21])[CH3:20])=[O:17])[OH:15])=[O:13])[NH2:11])C1C=CC=CC=1.